Task: Regression/Classification. Given a drug SMILES string, predict its absorption, distribution, metabolism, or excretion properties. Task type varies by dataset: regression for continuous measurements (e.g., permeability, clearance, half-life) or binary classification for categorical outcomes (e.g., BBB penetration, CYP inhibition). Dataset: rlm.. Dataset: Rat liver microsome stability data (1) The drug is CC1(C#N)CCN(c2c(C(=O)N3CCN(S(C)(=O)=O)CC3)cnc3sccc23)CC1. The result is 0 (unstable in rat liver microsomes). (2) The molecule is O=S(=O)(Nc1ccc(N2CCNCC2)cc1)c1ccc(NCc2ccc(Cl)cc2O)cc1. The result is 0 (unstable in rat liver microsomes). (3) The drug is CCN(CC)C(=O)C(C#N)=Cc1cc(O)c(O)c([N+](=O)[O-])c1. The result is 0 (unstable in rat liver microsomes). (4) The drug is O=C(NCc1ccc(Cl)cc1Cl)N1CCC(Oc2ncccn2)CC1. The result is 0 (unstable in rat liver microsomes). (5) The molecule is C[C@H](O)[C@@H](CCc1ccc(C(F)(F)F)cc1)n1cnc2c(N)ncnc21. The result is 0 (unstable in rat liver microsomes). (6) The molecule is CC(C)(CNC(=O)N1CCOCC1)CN(C1=NS(=O)(=O)c2ccccc21)c1ccccc1. The result is 1 (stable in rat liver microsomes).